Dataset: Full USPTO retrosynthesis dataset with 1.9M reactions from patents (1976-2016). Task: Predict the reactants needed to synthesize the given product. Given the product [ClH:10].[CH2:19]([N:23]1[C:24]2[C:25](=[N:26][CH:27]=[CH:28][CH:29]=2)[S:1]/[C:2]/1=[N:3]\[C:8](=[O:9])[C:7]1[CH:11]=[C:12]([C:15]([F:18])([F:17])[F:16])[CH:13]=[CH:14][C:6]=1[F:5])[CH2:20][CH2:21][CH3:22], predict the reactants needed to synthesize it. The reactants are: [S-:1][C:2]#[N:3].[K+].[F:5][C:6]1[CH:14]=[CH:13][C:12]([C:15]([F:18])([F:17])[F:16])=[CH:11][C:7]=1[C:8]([Cl:10])=[O:9].[CH2:19]([NH:23][C:24]1[C:25](Cl)=[N:26][CH:27]=[CH:28][CH:29]=1)[CH2:20][CH2:21][CH3:22].